Dataset: Catalyst prediction with 721,799 reactions and 888 catalyst types from USPTO. Task: Predict which catalyst facilitates the given reaction. (1) Reactant: [C:1]([N:4]1[CH2:9][CH2:8][CH:7]([C:10]([OH:12])=O)[CH2:6][CH2:5]1)(=[O:3])[CH3:2].N1(C(N2C=CN=C2)=O)C=CN=C1.Cl.[CH3:26][O:27][NH:28][CH3:29].Cl. Product: [C:1]([N:4]1[CH2:5][CH2:6][CH:7]([C:10]([N:28]([O:27][CH3:26])[CH3:29])=[O:12])[CH2:8][CH2:9]1)(=[O:3])[CH3:2]. The catalyst class is: 269. (2) Reactant: [CH3:1][N:2]([CH3:14])[C:3](=[C:9]([C:12]#N)[C:10]#[N:11])[CH:4]=[CH:5][N:6](C)C.[ClH:15]. Product: [CH3:14][N:2]([CH3:1])[C:3]1[CH:4]=[CH:5][N:6]=[C:12]([Cl:15])[C:9]=1[C:10]#[N:11]. The catalyst class is: 5.